From a dataset of Full USPTO retrosynthesis dataset with 1.9M reactions from patents (1976-2016). Predict the reactants needed to synthesize the given product. (1) Given the product [CH3:64][C:57]1([CH3:63])[CH2:56][CH2:55][C:54]2[N:53]=[C:52]([CH2:51][NH:40][C@@H:36]([CH2:38][CH3:39])[CH3:37])[N:61]=[C:60]([N:23]3[CH2:22][C:21]4[CH:27]=[C:17]([C:15]5[CH:16]=[C:11]6[NH:10][C:9]([CH3:8])=[N:28][C:12]6=[N:13][CH:14]=5)[CH:18]=[CH:19][C:20]=4[O:26][CH2:25][CH2:24]3)[C:59]=2[CH2:58]1, predict the reactants needed to synthesize it. The reactants are: FC(F)(F)C([O-])=O.[CH3:8][C:9]1[N:10](C(OCC(C)C)=O)[C:11]2[C:12]([N:28]=1)=[N:13][CH:14]=[C:15]([C:17]1[CH:18]=[CH:19][C:20]3[O:26][CH2:25][CH2:24][NH:23][CH2:22][C:21]=3[CH:27]=1)[CH:16]=2.[C@H:36]([N:40]([CH2:51][C:52]1[N:61]=[C:60](Cl)[C:59]2[CH2:58][C:57]([CH3:64])([CH3:63])[CH2:56][CH2:55][C:54]=2[N:53]=1)C(=O)OCC1C=CC=CC=1)([CH2:38][CH3:39])[CH3:37]. (2) Given the product [F:1][C:2]1[CH:3]=[CH:4][C:5]([C:8]2[O:9][C:10]([C:21]([C:24]3[CH:29]=[CH:28][N:27]=[CH:26][CH:25]=3)([OH:23])[CH3:22])=[N:11][N:12]=2)=[CH:6][CH:7]=1, predict the reactants needed to synthesize it. The reactants are: [F:1][C:2]1[CH:7]=[CH:6][C:5]([C:8]2[O:9][CH:10]=[N:11][N:12]=2)=[CH:4][CH:3]=1.[Li+].CC([N-]C(C)C)C.[C:21]([C:24]1[CH:29]=[CH:28][N:27]=[CH:26][CH:25]=1)(=[O:23])[CH3:22]. (3) Given the product [C:36]([NH:15][C:14](=[O:31])[C:13]1[CH:16]=[CH:17][C:18]([NH:19][S:20]([C:23]2[CH:28]=[CH:27][C:26]([CH3:29])=[CH:25][CH:24]=2)(=[O:22])=[O:21])=[C:11]([NH:10][S:7]([C:4]2[CH:3]=[CH:2][C:1]([CH3:30])=[CH:6][CH:5]=2)(=[O:8])=[O:9])[CH:12]=1)([CH3:39])([CH3:38])[CH3:37], predict the reactants needed to synthesize it. The reactants are: [C:1]1([CH3:30])[CH:6]=[CH:5][C:4]([S:7]([NH:10][C:11]2[CH:12]=[C:13]([CH:16]=[CH:17][C:18]=2[NH:19][S:20]([C:23]2[CH:28]=[CH:27][C:26]([CH3:29])=[CH:25][CH:24]=2)(=[O:22])=[O:21])[C:14]#[N:15])(=[O:9])=[O:8])=[CH:3][CH:2]=1.[OH:31]S(O)(=O)=O.[C:36](O)([CH3:39])([CH3:38])[CH3:37]. (4) Given the product [Br:21][C:22]1[CH:23]=[CH:24][C:25]([C:1]2[CH:4]=[CH:44][C:43]([O:42][CH3:41])=[C:3]([C:13]3[CH:12]=[C:11]4[C:16]([C:7]([NH:6][C@@H:4]([CH:1]5[CH2:3][CH2:2]5)[CH3:5])=[C:8]([C:18]([NH2:20])=[O:19])[N:9]=[N:10]4)=[CH:15][CH:14]=3)[CH:2]=2)=[C:26]([O:36][CH3:33])[CH:27]=1, predict the reactants needed to synthesize it. The reactants are: [CH:1]1([C@H:4]([NH:6][C:7]2[C:16]3[C:11](=[CH:12][C:13](I)=[CH:14][CH:15]=3)[N:10]=[N:9][C:8]=2[C:18]([NH2:20])=[O:19])[CH3:5])[CH2:3][CH2:2]1.[Br:21][C:22]1[CH:23]=[CH:24][C:25](OC)=[C:26](B(O)O)[CH:27]=1.[C:33]([O-:36])([O-])=O.[K+].[K+].O1[CH2:44][CH2:43][O:42][CH2:41]C1. (5) Given the product [CH2:1]([N:8]1[C:12]2=[N:13][CH:14]=[CH:15][CH:16]=[C:11]2[C:10]([C:17]([OH:19])=[O:18])=[N:9]1)[C:2]1[CH:3]=[CH:4][CH:5]=[CH:6][CH:7]=1, predict the reactants needed to synthesize it. The reactants are: [CH2:1]([N:8]1[C:12]2=[N:13][CH:14]=[CH:15][CH:16]=[C:11]2[C:10]([C:17]([O:19]CC)=[O:18])=[N:9]1)[C:2]1[CH:7]=[CH:6][CH:5]=[CH:4][CH:3]=1.[OH-].[Na+].C1COCC1. (6) Given the product [Cl:12][C:5]1[CH:6]=[C:7]([CH3:8])[C:2]([CH3:1])=[CH:3][N:4]=1, predict the reactants needed to synthesize it. The reactants are: [CH3:1][C:2]1[CH:3]=[N+:4]([O-])[CH:5]=[CH:6][C:7]=1[CH3:8].O=P(Cl)(Cl)[Cl:12].